Task: Predict the product of the given reaction.. Dataset: Forward reaction prediction with 1.9M reactions from USPTO patents (1976-2016) (1) The product is: [CH:1]([S:21]([CH2:29][C:27]([OH:30])=[O:19])=[O:24])([C:2]1[CH:3]=[CH:4][CH:5]=[CH:6][CH:7]=1)[C:8]1[CH:9]=[CH:10][CH:11]=[CH:12][CH:13]=1. Given the reactants [CH:1](CC(O)=S)([C:8]1[CH:13]=[CH:12][CH:11]=[CH:10][CH:9]=1)[C:2]1[CH:7]=[CH:6][CH:5]=[CH:4][CH:3]=1.C[OH:19].O[S:21]([OH:24])(=O)=O.OO.[CH:27]([OH:30])([CH3:29])C, predict the reaction product. (2) Given the reactants [CH3:1][O:2][C:3]1[CH:16]=[C:15]([O:17][CH3:18])[CH:14]=[CH:13][C:4]=1[CH2:5][NH:6][C:7]1[CH:12]=[CH:11][N:10]=[CH:9][N:8]=1.[F:19][C:20]1[CH:25]=[C:24]([F:26])[C:23]([CH3:27])=[CH:22][C:21]=1[S:28](Cl)(=[O:30])=[O:29].N12CCN(CC1)CC2, predict the reaction product. The product is: [CH3:1][O:2][C:3]1[CH:16]=[C:15]([O:17][CH3:18])[CH:14]=[CH:13][C:4]=1[CH2:5][N:6]([C:7]1[CH:12]=[CH:11][N:10]=[CH:9][N:8]=1)[S:28]([C:21]1[CH:22]=[C:23]([CH3:27])[C:24]([F:26])=[CH:25][C:20]=1[F:19])(=[O:30])=[O:29]. (3) Given the reactants [CH3:1][C:2]([S:5]([NH2:7])=[O:6])([CH3:4])[CH3:3].[CH:8](=O)[CH:9]([CH3:11])[CH3:10], predict the reaction product. The product is: [CH3:1][C:2]([S:5](/[N:7]=[CH:8]/[CH:9]([CH3:11])[CH3:10])=[O:6])([CH3:4])[CH3:3]. (4) Given the reactants [CH3:1][C:2]1[S:6][C:5]([C:7]2[CH:12]=[CH:11][CH:10]=[CH:9][CH:8]=2)=[N:4][C:3]=1[C:13]([O:15][C:16]([CH3:19])([CH3:18])[CH3:17])=[O:14].[Br:20]N1C(=O)CCC1=O, predict the reaction product. The product is: [Br:20][CH2:1][C:2]1[S:6][C:5]([C:7]2[CH:12]=[CH:11][CH:10]=[CH:9][CH:8]=2)=[N:4][C:3]=1[C:13]([O:15][C:16]([CH3:19])([CH3:18])[CH3:17])=[O:14]. (5) The product is: [CH3:31][O:30][C:25]1[CH:26]=[CH:27][CH:28]=[CH:29][C:24]=1[S:21]([NH:20][CH2:19][C:14]1[CH:15]=[CH:16][CH:17]=[CH:18][C:13]=1[C:5]1[CH:6]=[CH:7][CH:8]=[C:3]([S:2][CH3:1])[CH:4]=1)(=[O:22])=[O:23]. Given the reactants [CH3:1][S:2][C:3]1[CH:4]=[C:5](B(O)O)[CH:6]=[CH:7][CH:8]=1.Br[C:13]1[CH:18]=[CH:17][CH:16]=[CH:15][C:14]=1[CH2:19][NH:20][S:21]([C:24]1[CH:29]=[CH:28][CH:27]=[CH:26][C:25]=1[O:30][CH3:31])(=[O:23])=[O:22].C([O-])([O-])=O.[Na+].[Na+], predict the reaction product.